From a dataset of Catalyst prediction with 721,799 reactions and 888 catalyst types from USPTO. Predict which catalyst facilitates the given reaction. (1) Reactant: N1[CH:6]=[CH:5][CH:4]=[CH:3][CH:2]=1.Cl.CN(C)[CH2:10][CH2:11][CH2:12][N:13]=[C:14]=NCC.[N:19]1([C:25]2[N:26]=[C:27]([CH2:32][C:33]([O-:35])=O)[NH:28][C:29](=[O:31])[CH:30]=2)[CH2:24][CH2:23][O:22][CH2:21][CH2:20]1.[Na+].O.[CH3:38]N(C)C=O. Product: [N:19]1([C:25]2[N:26]=[C:27]([CH2:32][C:33](=[O:35])[N:13]3[C:14]4[C:2](=[CH:3][CH:4]=[CH:5][CH:6]=4)[C:11]4([CH2:10][CH2:38]4)[CH2:12]3)[NH:28][C:29](=[O:31])[CH:30]=2)[CH2:20][CH2:21][O:22][CH2:23][CH2:24]1. The catalyst class is: 13. (2) Reactant: [N:1]([CH2:4][C:5]([C:8]1[CH:13]=[CH:12][C:11]([CH3:14])=[CH:10][N:9]=1)([F:7])[F:6])=[N+]=[N-]. Product: [F:7][C:5]([F:6])([C:8]1[CH:13]=[CH:12][C:11]([CH3:14])=[CH:10][N:9]=1)[CH2:4][NH2:1]. The catalyst class is: 99. (3) Reactant: [CH:1]([N:14]1[C:22]2[C:17](=[CH:18][C:19]([Cl:23])=[CH:20][CH:21]=2)[CH:16]=[C:15]1[CH2:24][CH2:25][NH:26][S:27]([CH2:30][C:31]1[CH:36]=[CH:35][C:34]([Cl:37])=[C:33]([Cl:38])[CH:32]=1)(=[O:29])=[O:28])([C:8]1[CH:13]=[CH:12][CH:11]=[CH:10][CH:9]=1)[C:2]1[CH:7]=[CH:6][CH:5]=[CH:4][CH:3]=1.C([SiH](CC)CC)C.[CH2:46]([O:48][C:49](=[O:60])[C:50]1[CH:55]=[CH:54][C:53]([CH2:56][CH2:57][CH:58]=O)=[CH:52][CH:51]=1)[CH3:47].FC(F)(F)C(O)=O.C([O-])(O)=O.[Na+]. Product: [CH:1]([N:14]1[C:22]2[C:17](=[CH:18][C:19]([Cl:23])=[CH:20][CH:21]=2)[C:16]([CH2:58][CH2:57][CH2:56][C:53]2[CH:54]=[CH:55][C:50]([C:49]([O:48][CH2:46][CH3:47])=[O:60])=[CH:51][CH:52]=2)=[C:15]1[CH2:24][CH2:25][NH:26][S:27]([CH2:30][C:31]1[CH:36]=[CH:35][C:34]([Cl:37])=[C:33]([Cl:38])[CH:32]=1)(=[O:28])=[O:29])([C:2]1[CH:7]=[CH:6][CH:5]=[CH:4][CH:3]=1)[C:8]1[CH:9]=[CH:10][CH:11]=[CH:12][CH:13]=1. The catalyst class is: 4. (4) Reactant: [CH2:1](O)[CH2:2][CH2:3][CH2:4][CH2:5][CH2:6][CH2:7][CH2:8][CH2:9][CH:10]=[CH2:11].C(N(C(F)([F:26])C1C=CC=C(C)C=1)CC)C. Product: [F:26][CH2:1][CH2:2][CH2:3][CH2:4][CH2:5][CH2:6][CH2:7][CH2:8][CH2:9][CH:10]=[CH2:11]. The catalyst class is: 194. (5) Reactant: [NH:1]1[CH2:6][CH2:5][CH2:4][N:3]2[CH2:7][CH2:8][CH2:9][CH:2]12.Br[CH2:11][C:12]1[CH:22]=[CH:21][C:15]([C:16]([O:18][CH2:19][CH3:20])=[O:17])=[CH:14][CH:13]=1.C(N(CC)CC)C. Product: [CH2:19]([O:18][C:16](=[O:17])[C:15]1[CH:21]=[CH:22][C:12]([CH2:11][N:1]2[CH2:6][CH2:5][CH2:4][N:3]3[CH2:7][CH2:8][CH2:9][CH:2]23)=[CH:13][CH:14]=1)[CH3:20]. The catalyst class is: 11.